Dataset: Full USPTO retrosynthesis dataset with 1.9M reactions from patents (1976-2016). Task: Predict the reactants needed to synthesize the given product. (1) Given the product [F:27][C:11]1[CH:10]=[C:9]([N:5]2[CH2:4][C@H:3]([CH2:2][NH:1][C:30](=[O:31])[CH:29]([Cl:33])[Cl:28])[O:7][C:6]2=[O:8])[CH:14]=[C:13]([F:15])[C:12]=1[N:16]1[CH2:21][CH2:20][CH:19]([N:22]2[N:26]=[N:25][CH:24]=[N:23]2)[CH2:18][CH2:17]1, predict the reactants needed to synthesize it. The reactants are: [NH2:1][CH2:2][C@@H:3]1[O:7][C:6](=[O:8])[N:5]([C:9]2[CH:14]=[C:13]([F:15])[C:12]([N:16]3[CH2:21][CH2:20][CH:19]([N:22]4[N:26]=[N:25][CH:24]=[N:23]4)[CH2:18][CH2:17]3)=[C:11]([F:27])[CH:10]=2)[CH2:4]1.[Cl:28][CH:29]([Cl:33])[C:30](O)=[O:31].C1C=CC2N(O)N=NC=2C=1.CCN=C=NCCCN(C)C.Cl.CN1CCOCC1. (2) Given the product [ClH:23].[ClH:23].[Cl:23][C:11]1[CH:12]=[N:13][C:14]2[C:19]([C:10]=1[CH2:9][CH2:8][N:5]1[CH2:6][CH2:7][C@H:2]([NH:1][CH2:36][C:33]3[CH:34]=[CH:35][C:29]4[S:28][CH2:27][C:26](=[O:25])[NH:31][C:30]=4[N:32]=3)[C@H:3]([OH:24])[CH2:4]1)=[CH:18][C:17]([O:20][CH3:21])=[CH:16][C:15]=2[F:22], predict the reactants needed to synthesize it. The reactants are: [NH2:1][C@H:2]1[CH2:7][CH2:6][N:5]([CH2:8][CH2:9][C:10]2[C:19]3[C:14](=[C:15]([F:22])[CH:16]=[C:17]([O:20][CH3:21])[CH:18]=3)[N:13]=[CH:12][C:11]=2[Cl:23])[CH2:4][C@H:3]1[OH:24].[O:25]=[C:26]1[NH:31][C:30]2[N:32]=[C:33]([CH:36]=O)[CH:34]=[CH:35][C:29]=2[S:28][CH2:27]1. (3) Given the product [C:21]([C:25]1[CH:26]=[CH:27][C:28]2[O:32][C:31]([C@@H:33]3[CH2:37][CH2:36][CH2:35][N:34]3[C:14]([C@H:13]([CH2:17][CH2:18][CH2:19][CH3:20])[CH2:12][N:9]([OH:8])[CH:10]=[O:11])=[O:15])=[N:30][C:29]=2[CH:38]=1)([CH3:24])([CH3:22])[CH3:23], predict the reactants needed to synthesize it. The reactants are: C([O:8][N:9]([CH2:12][C@@H:13]([CH2:17][CH2:18][CH2:19][CH3:20])[C:14](O)=[O:15])[CH:10]=[O:11])C1C=CC=CC=1.[C:21]([C:25]1[CH:26]=[CH:27][C:28]2[O:32][C:31]([C@@H:33]3[CH2:37][CH2:36][CH2:35][NH:34]3)=[N:30][C:29]=2[CH:38]=1)([CH3:24])([CH3:23])[CH3:22]. (4) The reactants are: [CH3:1]C(S)C([O-])=O.COC(=O)C(Cl)=C.[OH:14][C:15]1[CH:19]=[CH:18][S:17][C:16]=1[C:20]([O:22][CH3:23])=[O:21].IC. Given the product [OH:14][C:15]1[CH:19]=[CH:18][S:17][C:16]=1[C:20]([O:22][CH3:23])=[O:21].[CH3:1][O:14][C:15]1[CH:19]=[CH:18][S:17][C:16]=1[C:20]([OH:22])=[O:21], predict the reactants needed to synthesize it. (5) Given the product [F:11][C:12]1[CH:17]=[CH:16][C:15]([O:18][CH3:19])=[CH:14][C:13]=1[C:2]1[N:7]=[C:6]([C:8]([OH:10])=[O:9])[CH:5]=[CH:4][CH:3]=1, predict the reactants needed to synthesize it. The reactants are: Br[C:2]1[N:7]=[C:6]([C:8]([OH:10])=[O:9])[CH:5]=[CH:4][CH:3]=1.[F:11][C:12]1[CH:17]=[CH:16][C:15]([O:18][CH3:19])=[CH:14][C:13]=1B(O)O. (6) Given the product [C:1]([O:5][C:6]([N:8]1[CH2:13][CH2:12][N:11]([C:14]([C:16]2[C:17]3[C:25]([CH3:26])=[N:24][N:23]([CH:27]4[CH2:32][CH2:31][CH2:30][CH2:29][O:28]4)[C:18]=3[N:19]=[C:20]([C:50]3[CH:51]=[CH:52][C:47]([O:46][CH:41]4[CH2:42][CH2:43][CH2:44][CH2:45][O:40]4)=[CH:48][CH:49]=3)[CH:21]=2)=[O:15])[C:10]([CH3:39])([C:33]2[CH:38]=[CH:37][CH:36]=[CH:35][CH:34]=2)[CH2:9]1)=[O:7])([CH3:4])([CH3:3])[CH3:2], predict the reactants needed to synthesize it. The reactants are: [C:1]([O:5][C:6]([N:8]1[CH2:13][CH2:12][N:11]([C:14]([C:16]2[C:17]3[C:25]([CH3:26])=[N:24][N:23]([CH:27]4[CH2:32][CH2:31][CH2:30][CH2:29][O:28]4)[C:18]=3[N:19]=[C:20](Cl)[CH:21]=2)=[O:15])[C:10]([CH3:39])([C:33]2[CH:38]=[CH:37][CH:36]=[CH:35][CH:34]=2)[CH2:9]1)=[O:7])([CH3:4])([CH3:3])[CH3:2].[O:40]1[CH2:45][CH2:44][CH2:43][CH2:42][CH:41]1[O:46][C:47]1[CH:52]=[CH:51][C:50](B(O)O)=[CH:49][CH:48]=1.[F-].[Cs+]. (7) Given the product [CH2:13]([C:5]1[C:6]([O:11][CH3:12])=[CH:7][C:8]([CH3:9])=[C:3]([CH2:2][OH:28])[C:4]=1[OH:15])[CH3:14], predict the reactants needed to synthesize it. The reactants are: Cl[CH2:2][C:3]1[C:4](=[O:15])[C:5]([CH2:13][CH3:14])=[C:6]([O:11][CH3:12])[C:7](=O)[C:8]=1[CH3:9].C#CC.C[Al](C)C.[Li]CCCC.[O:28]=[N+]([O-])[O-].[O-][N+](=O)[O-].[O-][N+](=O)[O-].[O-][N+](=O)[O-].[O-][N+](=O)[O-].[O-][N+](=O)[O-].[Ce+4].[NH4+].[NH4+].